Dataset: Reaction yield outcomes from USPTO patents with 853,638 reactions. Task: Predict the reaction yield, written as a fraction of the theoretical maximum amount of product (1.0 means a 100% yield; for example, 0.34 means a 34% yield). (1) The product is [C:38]([O:28][C:10]1([C:8]2[CH:7]=[CH:6][C:5]3[O:1][CH2:2][O:3][C:4]=3[CH:9]=2)[C:18]2[C:13](=[CH:14][CH:15]=[CH:16][CH:17]=2)[N:12]([CH2:19][C:20]2[CH:25]=[CH:24][C:23]([Cl:26])=[CH:22][CH:21]=2)[C:11]1=[O:27])(=[O:40])[CH3:39]. The catalyst is C(Cl)Cl. The yield is 0.310. The reactants are [O:1]1[C:5]2[CH:6]=[CH:7][C:8]([C:10]3([OH:28])[C:18]4[C:13](=[CH:14][CH:15]=[CH:16][CH:17]=4)[N:12]([CH2:19][C:20]4[CH:25]=[CH:24][C:23]([Cl:26])=[CH:22][CH:21]=4)[C:11]3=[O:27])=[CH:9][C:4]=2[O:3][CH2:2]1.CCN(C(C)C)C(C)C.[C:38](Cl)(=[O:40])[CH3:39]. (2) The reactants are [CH3:1][O:2][C:3]1[CH:8]=[CH:7][C:6]([C:9](=O)[CH2:10][N:11]2[CH:15]=[C:14]([N+:16]([O-:18])=[O:17])[CH:13]=[C:12]2[C:19]([O:21]CC)=O)=[CH:5][CH:4]=1. The product is [CH3:1][O:2][C:3]1[CH:4]=[CH:5][C:6]([C:9]23[NH:16][CH2:14][CH2:15][N:11]2[C:19](=[O:21])[C:12]2[N:11]([CH:15]=[C:14]([N+:16]([O-:18])=[O:17])[CH:13]=2)[CH2:10]3)=[CH:7][CH:8]=1. The catalyst is O1CCOCC1. The yield is 0.340. (3) The reactants are C([O:5][C:6](=[O:35])[CH2:7][O:8][C:9]1[C:14]2[CH2:15][CH2:16][CH2:17][CH2:18][CH:19]([NH:20][S:21]([C:24]3[CH:29]=[C:28]([C:30]([F:33])([F:32])[F:31])[CH:27]=[C:26]([F:34])[CH:25]=3)(=[O:23])=[O:22])[C:13]=2[CH:12]=[CH:11][CH:10]=1)(C)(C)C.[OH-].[Na+]. The catalyst is C1COCC1. The product is [F:34][C:26]1[CH:25]=[C:24]([S:21]([NH:20][CH:19]2[C:13]3[CH:12]=[CH:11][CH:10]=[C:9]([O:8][CH2:7][C:6]([OH:35])=[O:5])[C:14]=3[CH2:15][CH2:16][CH2:17][CH2:18]2)(=[O:23])=[O:22])[CH:29]=[C:28]([C:30]([F:32])([F:33])[F:31])[CH:27]=1. The yield is 0.640. (4) The reactants are [CH3:1][N:2]1[CH2:7][CH2:6][CH2:5][N:4]([CH2:8][C:9]([O:11]C(C)(C)C)=[O:10])[C:3]1=[O:16].C(O)(C(F)(F)F)=O. The catalyst is ClCCl. The product is [CH3:1][N:2]1[CH2:7][CH2:6][CH2:5][N:4]([CH2:8][C:9]([OH:11])=[O:10])[C:3]1=[O:16]. The yield is 0.990. (5) The reactants are O=C1[C:8]2[C:7]([S:22][CH2:23][C:24](O)=O)=[CH:6][CH:5]=[CH:4][C:3]=2C(=O)[C:8]2[C:3]1=[CH:4][CH:5]=[CH:6][C:7]=2[S:22][CH2:23][C:24](O)=O. The catalyst is C(OC(=O)C)(=O)C. The product is [CH:23]1[S:22][C:7]2[CH:8]=[CH:3][CH:4]=[C:5]3[C:24]4[C:6]5[C:5]([C:24]=1[C:6]=23)=[CH:4][CH:3]=[CH:8][C:7]=5[S:22][CH:23]=4. The yield is 0.710. (6) The reactants are [CH2:1]([C:3]1[N:7]([C:8]2[N:16]=[C:15]3[C:11]([N:12]=[C:13]([C:18](O)=[O:19])[N:14]3[CH3:17])=[C:10]([N:21]3[CH2:26][CH2:25][O:24][CH2:23][CH2:22]3)[N:9]=2)[C:6]2[CH:27]=[CH:28][CH:29]=[CH:30][C:5]=2[N:4]=1)[CH3:2].[I-].ClC1C=CC=C[N+]=1C.CCN(C(C)C)C(C)C.[NH:49]1[CH2:52][CH:51]([N:53]2[CH2:58][CH2:57][CH:56]([OH:59])[CH2:55][CH2:54]2)[CH2:50]1. The catalyst is CN(C=O)C. The product is [CH2:1]([C:3]1[N:7]([C:8]2[N:16]=[C:15]3[C:11]([N:12]=[C:13]([C:18]([N:49]4[CH2:52][CH:51]([N:53]5[CH2:58][CH2:57][CH:56]([OH:59])[CH2:55][CH2:54]5)[CH2:50]4)=[O:19])[N:14]3[CH3:17])=[C:10]([N:21]3[CH2:26][CH2:25][O:24][CH2:23][CH2:22]3)[N:9]=2)[C:6]2[CH:27]=[CH:28][CH:29]=[CH:30][C:5]=2[N:4]=1)[CH3:2]. The yield is 0.260. (7) The reactants are C([O:3][C:4](=[O:22])[C:5]1[CH:10]=[CH:9][CH:8]=[C:7]([NH:11][S:12]([C:15]2[CH:20]=[CH:19][CH:18]=[C:17]([Cl:21])[CH:16]=2)(=[O:14])=[O:13])[CH:6]=1)C.[OH-].[K+].Cl. The catalyst is C(O)C. The product is [Cl:21][C:17]1[CH:16]=[C:15]([S:12]([NH:11][C:7]2[CH:6]=[C:5]([CH:10]=[CH:9][CH:8]=2)[C:4]([OH:22])=[O:3])(=[O:14])=[O:13])[CH:20]=[CH:19][CH:18]=1. The yield is 0.700. (8) The reactants are [CH3:1][O:2][C:3]1[CH:8]=[CH:7][CH:6]=[CH:5][C:4]=1[CH2:9][C:10]([OH:12])=[O:11].Cl[C:14]1C=CC=CC=1C(C)C(O)=O. No catalyst specified. The product is [CH3:1][O:2][C:3]1[CH:8]=[CH:7][CH:6]=[CH:5][C:4]=1[CH:9]([CH3:14])[C:10]([OH:12])=[O:11]. The yield is 0.390. (9) The reactants are [CH3:1][O:2][C:3]1[CH:4]=[C:5]([NH:12][C:13]2[C:14]([NH:23][S:24]([C:27]3[CH:32]=[CH:31][CH:30]=[C:29]([N+:33]([O-])=O)[CH:28]=3)(=[O:26])=[O:25])=[N:15][C:16]3[C:21]([N:22]=2)=[CH:20][CH:19]=[CH:18][CH:17]=3)[CH:6]=[C:7]([N+:9]([O-])=O)[CH:8]=1.CCO.C(O)=O.C([O-])=O.[K+]. The catalyst is C1COCC1. The product is [NH2:33][C:29]1[CH:28]=[C:27]([S:24]([NH:23][C:14]2[C:13]([NH:12][C:5]3[CH:4]=[C:3]([O:2][CH3:1])[CH:8]=[C:7]([NH2:9])[CH:6]=3)=[N:22][C:21]3[C:16](=[CH:17][CH:18]=[CH:19][CH:20]=3)[N:15]=2)(=[O:26])=[O:25])[CH:32]=[CH:31][CH:30]=1. The yield is 0.930. (10) The reactants are [NH:1]([C:3](=O)[CH2:4][NH:5]C(=O)OC(C)(C)C)[NH2:2].[CH2:14]([O:21][C:22]1[CH:27]=[CH:26][C:25]([S:28](Cl)(=[O:30])=[O:29])=[CH:24][CH:23]=1)[C:15]1[CH:20]=[CH:19][CH:18]=[CH:17][CH:16]=1.C([N:34]([CH2:37][CH3:38])[CH2:35][CH3:36])C.C[N:40](C=O)C.CCO[C:47]([CH3:49])=O. No catalyst specified. The product is [CH2:14]([O:21][C:22]1[CH:27]=[CH:26][C:25]([S:28]([NH:5][CH2:4][C:3]2[NH:1][N:2]=[C:47]([C:49]3[CH:36]=[CH:35][N:34]=[CH:37][CH:38]=3)[N:40]=2)(=[O:30])=[O:29])=[CH:24][CH:23]=1)[C:15]1[CH:20]=[CH:19][CH:18]=[CH:17][CH:16]=1. The yield is 0.720.